Dataset: CYP2C9 inhibition data for predicting drug metabolism from PubChem BioAssay. Task: Regression/Classification. Given a drug SMILES string, predict its absorption, distribution, metabolism, or excretion properties. Task type varies by dataset: regression for continuous measurements (e.g., permeability, clearance, half-life) or binary classification for categorical outcomes (e.g., BBB penetration, CYP inhibition). Dataset: cyp2c9_veith. (1) The molecule is Cc1ccc(Oc2ncc(CN3CCOCC3)s2)cc1. The result is 0 (non-inhibitor). (2) The compound is COC(=O)C/C=C\[C@@H](C)[C@@H]1C=C[C@H](OC(C)=O)[C@H](COC(C)=O)O1. The result is 0 (non-inhibitor). (3) The drug is COCCn1c(=O)c(C)nc2cnc(N3CCOCC3)nc21. The result is 0 (non-inhibitor). (4) The molecule is COC(=O)C/C=C\[C@@H](C)[C@@H](/C=N\OCC[C@@H]1C=C[C@H](OC(C)=O)[C@H](COC(C)=O)O1)OC. The result is 0 (non-inhibitor). (5) The drug is Cc1ccc(Nc2ccc(-n3ccnc3)nn2)cc1C. The result is 1 (inhibitor). (6) The compound is O=C(NC1CCCCC1)C1CC=CCC1C(=O)OCC(Cl)=C(Cl)Cl. The result is 1 (inhibitor). (7) The compound is CN1CCN(S(=O)(=O)c2ccc3[nH]cc(C(=O)O)c(=O)c3c2)CC1. The result is 0 (non-inhibitor).